This data is from Full USPTO retrosynthesis dataset with 1.9M reactions from patents (1976-2016). The task is: Predict the reactants needed to synthesize the given product. (1) Given the product [F:3][C:4]1[CH:5]=[C:6]([CH:7]=[C:8]([F:21])[C:9]=1[O:10][C:11]1[CH:16]=[CH:15][N:14]=[C:13]([C:17]([F:18])([F:19])[F:20])[CH:12]=1)[CH2:22][O:23][C:25]1[CH:26]=[C:27]2[N:34]([CH3:35])[C@@H:33]([CH3:36])[CH2:32][N:28]2[C:29](=[O:31])[N:30]=1, predict the reactants needed to synthesize it. The reactants are: [H-].[Na+].[F:3][C:4]1[CH:5]=[C:6]([CH2:22][OH:23])[CH:7]=[C:8]([F:21])[C:9]=1[O:10][C:11]1[CH:16]=[CH:15][N:14]=[C:13]([C:17]([F:20])([F:19])[F:18])[CH:12]=1.Cl[C:25]1[CH:26]=[C:27]2[N:34]([CH3:35])[C@@H:33]([CH3:36])[CH2:32][N:28]2[C:29](=[O:31])[N:30]=1. (2) Given the product [Cl:11][C:8]1[CH:9]=[C:10]2[C:5](=[CH:6][CH:7]=1)[NH:4][C:3](=[O:12])[C:2]2([NH:28][C:29]1([C:34]([N:36]([CH3:38])[CH3:37])=[O:35])[CH2:33][CH2:32][CH2:31][CH2:30]1)[C:13]1[CH:18]=[CH:17][CH:16]=[CH:15][C:14]=1[O:19][CH3:20], predict the reactants needed to synthesize it. The reactants are: Cl[C:2]1([C:13]2[CH:18]=[CH:17][CH:16]=[CH:15][C:14]=2[O:19][CH3:20])[C:10]2[C:5](=[CH:6][CH:7]=[C:8]([Cl:11])[CH:9]=2)[NH:4][C:3]1=[O:12].FC(F)(F)C(O)=O.[NH2:28][C:29]1([C:34]([N:36]([CH3:38])[CH3:37])=[O:35])[CH2:33][CH2:32][CH2:31][CH2:30]1. (3) Given the product [CH2:25]([O:24][C:22](=[O:23])[CH:21]([N:16]1[C:17]2[C:13](=[CH:12][C:11]([O:10][CH2:3][C:4]3[CH:5]=[CH:6][CH:7]=[CH:8][CH:9]=3)=[CH:19][CH:18]=2)[CH:14]=[CH:15]1)[CH3:27])[CH3:26], predict the reactants needed to synthesize it. The reactants are: [H-].[Na+].[CH2:3]([O:10][C:11]1[CH:12]=[C:13]2[C:17](=[CH:18][CH:19]=1)[NH:16][CH:15]=[CH:14]2)[C:4]1[CH:9]=[CH:8][CH:7]=[CH:6][CH:5]=1.Br[CH:21]([CH3:27])[C:22]([O:24][CH2:25][CH3:26])=[O:23]. (4) Given the product [OH:27][C:25]1[CH:24]=[CH:23][C:21]2[CH2:22][C:18]([C:15]3[N:16]=[CH:17][C:12]([O:11][CH2:10][C@@H:9]([NH:8][C:1](=[O:3])[CH3:2])[CH3:29])=[CH:13][CH:14]=3)([CH3:28])[O:19][C:20]=2[CH:26]=1, predict the reactants needed to synthesize it. The reactants are: [C:1](OC(=O)C)(=[O:3])[CH3:2].[NH2:8][C@@H:9]([CH3:29])[CH2:10][O:11][C:12]1[CH:13]=[CH:14][C:15]([C:18]2([CH3:28])[CH2:22][C:21]3[CH:23]=[CH:24][C:25]([OH:27])=[CH:26][C:20]=3[O:19]2)=[N:16][CH:17]=1. (5) The reactants are: C[O:2][C:3](=[O:16])[CH2:4][O:5][C:6]1[CH:14]=[CH:13][C:12]([SH:15])=[C:11]2[C:7]=1[CH2:8][CH2:9][CH2:10]2.[Cl:17][C:18]1[CH:23]=[CH:22][C:21]([CH2:24][O:25][C:26]2[CH:31]=[CH:30][C:29]([CH2:32]Cl)=[CH:28][CH:27]=2)=[CH:20][C:19]=1[C:34]([F:37])([F:36])[F:35].BrCC1C=CC(Cl)=C(C(F)(F)F)C=1.OCC1C=CC(O)=CC=1.ClCC1(C(F)(F)F)C=CC(OCC2C=CC=CC=2)=CC1. Given the product [Cl:17][C:18]1[CH:23]=[CH:22][C:21]([CH2:24][O:25][C:26]2[CH:27]=[CH:28][C:29]([CH2:32][S:15][C:12]3[CH:13]=[CH:14][C:6]([O:5][CH2:4][C:3]([OH:2])=[O:16])=[C:7]4[C:11]=3[CH2:10][CH2:9][CH2:8]4)=[CH:30][CH:31]=2)=[CH:20][C:19]=1[C:34]([F:35])([F:36])[F:37], predict the reactants needed to synthesize it. (6) Given the product [NH2:44][C:45]1[CH:50]=[CH:49][CH:48]=[CH:47][C:46]=1[NH:51][C:52]([C:54]1[S:55][C:56]2[CH2:57][N:58]([C:7]([C:4]3[CH:3]=[CH:2][C:1]([C:10]4[CH:15]=[CH:14][CH:13]=[CH:12][CH:11]=4)=[CH:6][CH:5]=3)=[O:9])[CH2:59][CH2:60][C:61]=2[N:62]=1)=[O:53], predict the reactants needed to synthesize it. The reactants are: [C:1]1([C:10]2[CH:15]=[CH:14][CH:13]=[CH:12][CH:11]=2)[CH:6]=[CH:5][C:4]([C:7]([OH:9])=O)=[CH:3][CH:2]=1.ON1C2C=CC=CC=2N=N1.C(N=C=NCCCN(C)C)C.CN1CCOCC1.[NH2:44][C:45]1[CH:50]=[CH:49][CH:48]=[CH:47][C:46]=1[NH:51][C:52]([C:54]1[S:55][C:56]2[CH2:57][NH:58][CH2:59][CH2:60][C:61]=2[N:62]=1)=[O:53]. (7) Given the product [F:32][C:29]1[CH:28]=[CH:26][C:25]2[N:24]=[C:23]([C:18]3[C:17]4[C:16]5[C:11](=[CH:12][CH:13]=[CH:14][CH:15]=5)[N:10]([C:8]5[CH:7]=[CH:6][C:3]([C:4]([NH2:5])=[O:46])=[C:2]([NH:41][CH2:42][C:43](=[O:45])[NH:52][CH3:55])[CH:9]=5)[C:22]=4[CH:21]=[CH:20][CH:19]=3)[NH:27][C:31]=2[CH:30]=1, predict the reactants needed to synthesize it. The reactants are: F[C:2]1[CH:9]=[C:8]([N:10]2[C:22]3[CH:21]=[CH:20][CH:19]=[C:18]([C:23]4[NH:27][C:26]5[CH:28]=[C:29]([F:32])[CH:30]=[CH:31][C:25]=5[N:24]=4)[C:17]=3[C:16]3[C:11]2=[CH:12][CH:13]=[CH:14][CH:15]=3)[CH:7]=[CH:6][C:3]=1[C:4]#[N:5].C(=O)([O-])[O-].[K+].[K+].Cl.C[NH:41][CH2:42][C:43]([OH:45])=O.[OH-:46].[Na+].OO.C([N:52]([CH2:55]C)CC)C.